This data is from hERG Central: cardiac toxicity at 1µM, 10µM, and general inhibition. The task is: Predict hERG channel inhibition at various concentrations. (1) The compound is CCN(CC)Cc1c(O)ccc2occ(C(=O)c3ccc(OC)cc3)c12. Results: hERG_inhib (hERG inhibition (general)): blocker. (2) The drug is COc1ccc(CNc2ccc(S(N)(=O)=O)cc2)cc1. Results: hERG_inhib (hERG inhibition (general)): blocker. (3) The molecule is Cc1nn(-c2ccccc2)c(C)c1NC(=O)COc1ccc([N+](=O)[O-])cc1. Results: hERG_inhib (hERG inhibition (general)): blocker. (4) The molecule is CCCc1nc(SCc2cccnc2)c2c(=O)n(C)c(=O)n(C)c2n1. Results: hERG_inhib (hERG inhibition (general)): blocker. (5) Results: hERG_inhib (hERG inhibition (general)): blocker. The compound is O=C(/C=C/c1ccc(Cl)cc1)N1CCN(c2ccc(Cl)cc2[N+](=O)[O-])CC1.